Predict which catalyst facilitates the given reaction. From a dataset of Catalyst prediction with 721,799 reactions and 888 catalyst types from USPTO. (1) Product: [OH:1][C:2]1[CH:3]=[C:4]([CH2:5][CH2:6][C:7]([NH:29][C:30]2[CH:31]=[CH:32][C:33]([C:34]([O:36][CH3:37])=[O:35])=[CH:38][CH:39]=2)=[O:9])[CH:10]=[CH:11][C:12]=1[OH:13]. Reactant: [OH:1][C:2]1[CH:3]=[C:4]([CH:10]=[CH:11][C:12]=1[OH:13])[CH2:5][CH2:6][C:7]([OH:9])=O.CN1CCOCC1.C(OC(Cl)=O)C(C)C.[NH2:29][C:30]1[CH:39]=[CH:38][C:33]([C:34]([O:36][CH3:37])=[O:35])=[CH:32][CH:31]=1. The catalyst class is: 1. (2) Reactant: [CH2:1]([O:8][C:9]1[CH:10]=[C:11]([CH:36]=[CH:37][CH:38]=1)[CH2:12][O:13][C:14]1[C:19]2[CH:20]=[C:21]([C:23]3[N:24]=[C:25]4[N:29]([CH:30]=3)[N:28]=[C:27](Br)[S:26]4)[O:22][C:18]=2[CH:17]=[C:16]([NH:32][C:33](=[O:35])[CH3:34])[CH:15]=1)[C:2]1[CH:7]=[CH:6][CH:5]=[CH:4][CH:3]=1.[CH3:39][O-:40].[Na+]. Product: [CH2:1]([O:8][C:9]1[CH:10]=[C:11]([CH:36]=[CH:37][CH:38]=1)[CH2:12][O:13][C:14]1[C:19]2[CH:20]=[C:21]([C:23]3[N:24]=[C:25]4[N:29]([CH:30]=3)[N:28]=[C:27]([O:40][CH3:39])[S:26]4)[O:22][C:18]=2[CH:17]=[C:16]([NH:32][C:33](=[O:35])[CH3:34])[CH:15]=1)[C:2]1[CH:7]=[CH:6][CH:5]=[CH:4][CH:3]=1. The catalyst class is: 4. (3) Reactant: [CH3:1][O:2][C:3]1[CH:4]=[C:5]([CH:17]=[CH:18][C:19]=1[O:20][CH2:21][C:22]1[N:23]=[C:24]([C:28]2[CH:33]=[CH:32][CH:31]=[CH:30][CH:29]=2)[O:25][C:26]=1[CH3:27])[CH2:6][O:7][C:8]1[C:12]([C:13]([OH:15])=O)=[CH:11][N:10]([CH3:16])[N:9]=1.Cl.C([N:37]=C=NCCCN(C)C)C.CN(C)C=O. Product: [CH3:1][O:2][C:3]1[CH:4]=[C:5]([CH:17]=[CH:18][C:19]=1[O:20][CH2:21][C:22]1[N:23]=[C:24]([C:28]2[CH:29]=[CH:30][CH:31]=[CH:32][CH:33]=2)[O:25][C:26]=1[CH3:27])[CH2:6][O:7][C:8]1[C:12]([C:13]([NH2:37])=[O:15])=[CH:11][N:10]([CH3:16])[N:9]=1. The catalyst class is: 6. (4) Reactant: [C:1]([O:5][C:6](=[O:15])[NH:7][C@H:8]1[CH2:13][CH2:12][C@H:11]([OH:14])[CH2:10][CH2:9]1)([CH3:4])([CH3:3])[CH3:2].[H-].[Na+].[Cl:18][C:19]1[CH:28]=[C:27]2[C:22]([CH:23]=[CH:24][N:25]=[CH:26]2)=[CH:21][C:20]=1F. Product: [C:1]([O:5][C:6](=[O:15])[NH:7][C@H:8]1[CH2:9][CH2:10][C@H:11]([O:14][C:20]2[CH:21]=[C:22]3[C:27](=[CH:28][C:19]=2[Cl:18])[CH:26]=[N:25][CH:24]=[CH:23]3)[CH2:12][CH2:13]1)([CH3:4])([CH3:2])[CH3:3]. The catalyst class is: 80. (5) Reactant: Cl[C:2]1[C:7]([C:8]#[N:9])=[C:6]([Cl:10])[N:5]=[C:4]([NH:11][CH2:12][CH2:13][OH:14])[N:3]=1.[CH:15]1([NH2:18])[CH2:17][CH2:16]1.C(N(C(C)C)C(C)C)C. Product: [Cl:10][C:6]1[C:7]([C:8]#[N:9])=[C:2]([NH:18][CH:15]2[CH2:17][CH2:16]2)[N:3]=[C:4]([NH:11][CH2:12][CH2:13][OH:14])[N:5]=1. The catalyst class is: 12. (6) Reactant: [N:1]([CH2:4][C:5]([C:7]1[CH:12]=[CH:11][CH:10]=[CH:9][CH:8]=1)=[O:6])=[N+]=[N-].[Cl:13][C:14]1[CH:19]=[CH:18][C:17]([N:20]=[C:21]=S)=[CH:16][C:15]=1[Cl:23].C1(P(C2C=CC=CC=2)C2C=CC=CC=2)C=CC=CC=1. Product: [Cl:23][C:15]1[CH:16]=[C:17]([NH:20][C:21]2[O:6][C:5]([C:7]3[CH:12]=[CH:11][CH:10]=[CH:9][CH:8]=3)=[CH:4][N:1]=2)[CH:18]=[CH:19][C:14]=1[Cl:13]. The catalyst class is: 12. (7) Reactant: [NH:1]1[C:9]2[CH2:8][CH2:7][NH:6][CH2:5][C:4]=2[C:3]([C:10]2[S:14][N:13]=[CH:12][CH:11]=2)=[N:2]1.[Cl:15][C:16]1[CH:17]=[C:18]([NH:22][C:23](=O)[O:24]C2C=CC=CC=2)[CH:19]=[CH:20][CH:21]=1. Product: [Cl:15][C:16]1[CH:17]=[C:18]([NH:22][C:23]([N:6]2[CH2:7][CH2:8][C:9]3[NH:1][N:2]=[C:3]([C:10]4[S:14][N:13]=[CH:12][CH:11]=4)[C:4]=3[CH2:5]2)=[O:24])[CH:19]=[CH:20][CH:21]=1. The catalyst class is: 2.